Dataset: Forward reaction prediction with 1.9M reactions from USPTO patents (1976-2016). Task: Predict the product of the given reaction. (1) Given the reactants [NH2:1][C:2]1[C:7]2[CH2:8][CH2:9][N:10]([C:11]([N:13]([CH3:15])[CH3:14])=[O:12])[C:6]=2[CH:5]=[CH:4][N:3]=1.[H-].[Na+].Cl[C:19]1[S:20][C:21]([C:24]#[N:25])=[CH:22][N:23]=1, predict the reaction product. The product is: [C:24]([C:21]1[S:20][C:19]([NH:1][C:2]2[C:7]3[CH2:8][CH2:9][N:10]([C:11]([N:13]([CH3:15])[CH3:14])=[O:12])[C:6]=3[CH:5]=[CH:4][N:3]=2)=[N:23][CH:22]=1)#[N:25]. (2) Given the reactants [OH:1][C:2]1[CH:3]=[C:4]2[C:8](=[CH:9][CH:10]=1)[NH:7][CH:6]=[CH:5]2.Cl[CH2:12][C:13]1[S:17][C:16]([C:18]2[CH:23]=[CH:22][C:21]([C:24]([F:27])([F:26])[F:25])=[CH:20][CH:19]=2)=[N:15][C:14]=1[CH3:28].[Cl-].C([O-])([O-])=O.[Cs+].[Cs+].CCOCC, predict the reaction product. The product is: [CH3:28][C:14]1[N:15]=[C:16]([C:18]2[CH:19]=[CH:20][C:21]([C:24]([F:27])([F:26])[F:25])=[CH:22][CH:23]=2)[S:17][C:13]=1[CH2:12][O:1][C:2]1[CH:3]=[C:4]2[C:8](=[CH:9][CH:10]=1)[NH:7][CH:6]=[CH:5]2. (3) Given the reactants C(OC(=O)[NH:7][C:8]1[CH:13]=[CH:12][C:11]([C:14]2[CH:19]=[CH:18][CH:17]=[CH:16][C:15]=2[S:20]([CH3:23])(=[O:22])=[O:21])=[CH:10][C:9]=1[NH:24]C(OC(C)(C)C)=O)(C)(C)C, predict the reaction product. The product is: [CH3:23][S:20]([C:15]1[CH:16]=[CH:17][CH:18]=[CH:19][C:14]=1[C:11]1[CH:12]=[CH:13][C:8]([NH2:7])=[C:9]([NH2:24])[CH:10]=1)(=[O:21])=[O:22]. (4) Given the reactants [CH:1]1([NH:4][CH2:5][CH2:6][C:7]#[N:8])[CH2:3][CH2:2]1.[C:9](O[C:9]([O:11][C:12]([CH3:15])([CH3:14])[CH3:13])=[O:10])([O:11][C:12]([CH3:15])([CH3:14])[CH3:13])=[O:10], predict the reaction product. The product is: [C:7]([CH2:6][CH2:5][N:4]([CH:1]1[CH2:3][CH2:2]1)[C:9](=[O:10])[O:11][C:12]([CH3:15])([CH3:14])[CH3:13])#[N:8]. (5) Given the reactants [CH:1](=[C:8]1[CH2:12][CH2:11][CH2:10][C:9]1=[O:13])[CH2:2][CH2:3][CH2:4][CH2:5][CH2:6][CH3:7].BrBr, predict the reaction product. The product is: [CH2:1]([C:8]1[C:9](=[O:13])[CH2:10][CH2:11][CH:12]=1)[CH2:2][CH2:3][CH2:4][CH2:5][CH2:6][CH3:7]. (6) The product is: [Br:22][C:20]1[CH:21]=[C:16]([NH:1][C:2]2[CH:14]=[C:5]3[CH2:6][N:7]([C:10](=[O:13])[CH2:11][CH3:12])[CH2:8][CH2:9][N:4]3[N:3]=2)[C:17](=[O:24])[N:18]([CH3:23])[CH:19]=1. Given the reactants [NH2:1][C:2]1[CH:14]=[C:5]2[CH2:6][N:7]([C:10](=[O:13])[CH2:11][CH3:12])[CH2:8][CH2:9][N:4]2[N:3]=1.Br[C:16]1[C:17](=[O:24])[N:18]([CH3:23])[CH:19]=[C:20]([Br:22])[CH:21]=1.CC1(C)C2C(=C(P(C3C=CC=CC=3)C3C=CC=CC=3)C=CC=2)OC2C(P(C3C=CC=CC=3)C3C=CC=CC=3)=CC=CC1=2.C([O-])([O-])=O.[Cs+].[Cs+], predict the reaction product.